From a dataset of Catalyst prediction with 721,799 reactions and 888 catalyst types from USPTO. Predict which catalyst facilitates the given reaction. (1) Reactant: [C:1]([C:4]1[CH:17]=[CH:16][CH:15]=[CH:14][C:5]=1[N:6]([CH3:13])[C:7](=[O:12])[CH2:8][N:9]=[N+]=[N-])(=[O:3])[CH3:2].C(OC(O[C:29]([CH3:32])([CH3:31])[CH3:30])=O)(O[C:29]([CH3:32])([CH3:31])[CH3:30])=O.[C:33](OCC)(=[O:35])C. Product: [C:1]([C:4]1[CH:17]=[CH:16][CH:15]=[CH:14][C:5]=1[N:6]([CH3:13])[C:7]([CH2:8][NH:9][C:33](=[O:35])[C:29]([CH3:30])([CH3:31])[CH3:32])=[O:12])(=[O:3])[CH3:2]. The catalyst class is: 45. (2) Reactant: [C:1]([BH3-])#N.[Na+].[CH2:5]([CH:13]1[CH2:17][CH2:16][CH2:15][NH:14]1)[CH2:6][C:7]1[CH:12]=[CH:11][CH:10]=[CH:9][CH:8]=1.C=O.C(O)(=O)C. Product: [CH3:1][N:14]1[CH2:15][CH2:16][CH2:17][CH:13]1[CH2:5][CH2:6][C:7]1[CH:12]=[CH:11][CH:10]=[CH:9][CH:8]=1. The catalyst class is: 10. (3) Product: [F:19][C:14]1[CH:15]=[CH:16][CH:17]=[CH:18][C:13]=1[N:6]1[C:7]2[CH:12]=[CH:11][CH:10]=[CH:9][C:8]=2[N:4]([CH2:3][CH2:2][N:33]([CH3:34])[CH2:32][CH2:31][N:23]([CH3:22])[C:24](=[O:30])[O:25][C:26]([CH3:27])([CH3:28])[CH3:29])[S:5]1(=[O:21])=[O:20]. Reactant: Br[CH2:2][CH2:3][N:4]1[C:8]2[CH:9]=[CH:10][CH:11]=[CH:12][C:7]=2[N:6]([C:13]2[CH:18]=[CH:17][CH:16]=[CH:15][C:14]=2[F:19])[S:5]1(=[O:21])=[O:20].[CH3:22][N:23]([CH2:31][CH2:32][NH:33][CH3:34])[C:24](=[O:30])[O:25][C:26]([CH3:29])([CH3:28])[CH3:27].C(=O)([O-])[O-].[Na+].[Na+]. The catalyst class is: 9. (4) Reactant: Cl.[CH3:2][O:3][NH2:4].C([O-])(=O)C.[Na+].[Cl:10][C:11]1[CH:32]=[C:31]([O:33][CH2:34][CH:35]=[C:36]([Cl:38])[Cl:37])[CH:30]=[C:29]([Cl:39])[C:12]=1[O:13][CH2:14][CH2:15][CH2:16][O:17][C:18]1[CH:23]=[CH:22][C:21]([C:24]#[C:25][C:26](=O)[CH3:27])=[CH:20][CH:19]=1. Product: [CH3:2][O:3][N:4]=[C:26]([C:25]#[C:24][C:21]1[CH:22]=[CH:23][C:18]([O:17][CH2:16][CH2:15][CH2:14][O:13][C:12]2[C:29]([Cl:39])=[CH:30][C:31]([O:33][CH2:34][CH:35]=[C:36]([Cl:38])[Cl:37])=[CH:32][C:11]=2[Cl:10])=[CH:19][CH:20]=1)[CH3:27]. The catalyst class is: 125. (5) Product: [C:5]([O:7][CH2:53][O:52][C:40]1[CH:39]=[C:38]([C:19]2[O:20][C:21]3[C:26]([C:27](=[O:28])[C:18]=2[O:17][CH2:10][C:11]2[CH:16]=[CH:15][CH:14]=[CH:13][CH:12]=2)=[C:25]([OH:29])[CH:24]=[C:23]([O:30][CH2:31][C:32]2[CH:37]=[CH:36][CH:35]=[CH:34][CH:33]=2)[CH:22]=3)[CH:43]=[CH:42][C:41]=1[O:44][CH2:45][C:46]1[CH:47]=[CH:48][CH:49]=[CH:50][CH:51]=1)(=[O:6])[C:4]([CH3:9])([CH3:8])[CH3:3]. Reactant: ClC[CH2:3][C:4]([CH3:9])([CH3:8])[C:5]([O-:7])=[O:6].[CH2:10]([O:17][C:18]1[C:27](=[O:28])[C:26]2[C:21](=[CH:22][C:23]([O:30][CH2:31][C:32]3[CH:37]=[CH:36][CH:35]=[CH:34][CH:33]=3)=[CH:24][C:25]=2[OH:29])[O:20][C:19]=1[C:38]1[CH:43]=[CH:42][C:41]([O:44][CH2:45][C:46]2[CH:51]=[CH:50][CH:49]=[CH:48][CH:47]=2)=[C:40]([OH:52])[CH:39]=1)[C:11]1[CH:16]=[CH:15][CH:14]=[CH:13][CH:12]=1.[C:53](=O)([O-])[O-].[K+].[K+]. The catalyst class is: 288. (6) Reactant: [F:1][C:2]1[CH:7]=[CH:6][C:5]([N:8]2[C:12]([C:13]([O:15][CH2:16][CH3:17])=[O:14])=[CH:11][N:10]=[CH:9]2)=[CH:4][CH:3]=1.[I:18]N1C(=O)CCC1=O.S([O-])([O-])(=O)=S.[Na+].[Na+]. Product: [F:1][C:2]1[CH:3]=[CH:4][C:5]([N:8]2[C:12]([C:13]([O:15][CH2:16][CH3:17])=[O:14])=[CH:11][N:10]=[C:9]2[I:18])=[CH:6][CH:7]=1. The catalyst class is: 1. (7) Reactant: [OH:1][C:2]1[C:7](=[O:8])[N:6]2[CH2:9][CH2:10][N:11]([CH2:12][CH2:13][OH:14])[C:5]2=[N:4][C:3]=1[C:15]([O:17]CC)=O.[F:20][C:21]1[CH:28]=[CH:27][C:24]([CH2:25][NH2:26])=[CH:23][CH:22]=1. Product: [F:20][C:21]1[CH:28]=[CH:27][C:24]([CH2:25][NH:26][C:15]([C:3]2[N:4]=[C:5]3[N:11]([CH2:12][CH2:13][OH:14])[CH2:10][CH2:9][N:6]3[C:7](=[O:8])[C:2]=2[OH:1])=[O:17])=[CH:23][CH:22]=1. The catalyst class is: 162.